Task: Predict the reactants needed to synthesize the given product.. Dataset: Full USPTO retrosynthesis dataset with 1.9M reactions from patents (1976-2016) (1) Given the product [C:15]([C:14]1[C:13]([O:19][C@H:20]2[CH2:24][CH2:23][CH2:22][C@@H:21]2[C:25]2[N:29]([CH3:30])[N:28]=[CH:27][CH:26]=2)=[CH:12][C:11]([F:31])=[C:10]([S:7]([N:6]([CH2:5][C:4]2[CH:38]=[CH:39][C:40]([O:42][CH3:43])=[CH:41][C:3]=2[O:2][CH3:1])[C:32]2[CH:37]=[CH:36][N:35]=[CH:34][N:33]=2)(=[O:8])=[O:9])[CH:18]=1)#[N:17], predict the reactants needed to synthesize it. The reactants are: [CH3:1][O:2][C:3]1[CH:41]=[C:40]([O:42][CH3:43])[CH:39]=[CH:38][C:4]=1[CH2:5][N:6]([C:32]1[CH:37]=[CH:36][N:35]=[CH:34][N:33]=1)[S:7]([C:10]1[C:11]([F:31])=[CH:12][C:13]([O:19][C@H:20]2[CH2:24][CH2:23][CH2:22][C@@H:21]2[C:25]2[N:29]([CH3:30])[N:28]=[CH:27][CH:26]=2)=[C:14]([CH:18]=1)[C:15]([NH2:17])=O)(=[O:9])=[O:8].C(N(CC)CC)C.FC(F)(F)C(O)=O. (2) Given the product [Br:9][C:10]1[S:11][CH:12]=[C:13]([C@@H:15]2[CH2:2][C@H:16]2[C:17]([O:19][CH2:20][CH3:21])=[O:18])[N:14]=1, predict the reactants needed to synthesize it. The reactants are: [I-].[CH3:2][S+](C)(C)=O.[H-].[Na+].[Br:9][C:10]1[S:11][CH:12]=[C:13](/[CH:15]=[CH:16]/[C:17]([O:19][CH2:20][CH3:21])=[O:18])[N:14]=1.O. (3) Given the product [ClH:33].[ClH:1].[CH2:3]([C:7]1[N:8]=[N:9][C:10]([O:26][CH:27]2[CH2:32][CH2:31][N:30]([CH2:34][C:35]([CH3:38])([OH:37])[CH3:36])[CH2:29][CH2:28]2)=[CH:11][C:12]=1[C:13]1[CH:14]=[CH:15][C:16]([O:19][CH:20]2[CH2:25][CH2:24][CH2:23][CH2:22][CH2:21]2)=[CH:17][CH:18]=1)[CH2:4][CH2:5][CH3:6], predict the reactants needed to synthesize it. The reactants are: [ClH:1].Cl.[CH2:3]([C:7]1[N:8]=[N:9][C:10]([O:26][CH:27]2[CH2:32][CH2:31][NH:30][CH2:29][CH2:28]2)=[CH:11][C:12]=1[C:13]1[CH:18]=[CH:17][C:16]([O:19][CH:20]2[CH2:25][CH2:24][CH2:23][CH2:22][CH2:21]2)=[CH:15][CH:14]=1)[CH2:4][CH2:5][CH3:6].[Cl:33][CH2:34][C:35]([CH3:38])([OH:37])[CH3:36].C(=O)([O-])[O-].[K+].[K+].Cl.